The task is: Predict the reactants needed to synthesize the given product.. This data is from Full USPTO retrosynthesis dataset with 1.9M reactions from patents (1976-2016). (1) The reactants are: [NH:1]1[CH2:11][CH2:10][CH2:9][CH:3]([C:4]([O:6][CH2:7][CH3:8])=[O:5])[CH2:2]1.C(#N)C.O.C(O)(C(F)(F)F)=O. Given the product [NH:1]1[CH2:11][CH2:10][CH2:9][C@H:3]([C:4]([O:6][CH2:7][CH3:8])=[O:5])[CH2:2]1, predict the reactants needed to synthesize it. (2) Given the product [CH3:29][O:28][C:26]([C:24]1[N:25]=[C:21]([NH:20][C:19](=[O:30])[C@@H:18]([N:31]2[C:35](=[O:36])[CH:34]([C:37]3[CH:46]=[CH:45][C:40]4[O:41][CH2:42][CH2:43][O:44][C:39]=4[CH:38]=3)[NH:33][C:32]2=[O:47])[CH2:17][C:10]2[C:11]3[C:16](=[CH:15][CH:14]=[CH:13][CH:12]=3)[NH:8][CH:9]=2)[S:22][CH:23]=1)=[O:27], predict the reactants needed to synthesize it. The reactants are: C(OC([N:8]1[C:16]2[C:11](=[CH:12][CH:13]=[CH:14][CH:15]=2)[C:10]([CH2:17][C@H:18]([N:31]2[C:35](=[O:36])[CH:34]([C:37]3[CH:46]=[CH:45][C:40]4[O:41][CH2:42][CH2:43][O:44][C:39]=4[CH:38]=3)[NH:33][C:32]2=[O:47])[C:19](=[O:30])[NH:20][C:21]2[S:22][CH:23]=[C:24]([C:26]([O:28][CH3:29])=[O:27])[N:25]=2)=[CH:9]1)=O)(C)(C)C.FC(F)(F)C(O)=O. (3) Given the product [NH2:1][C:4]1[CH:8]=[C:7]([C:9]([O:11][CH3:12])=[O:10])[NH:6][N:5]=1, predict the reactants needed to synthesize it. The reactants are: [N+:1]([C:4]1[CH:8]=[C:7]([C:9]([O:11][CH3:12])=[O:10])[NH:6][N:5]=1)([O-])=O.C([O-])=O.[NH4+]. (4) Given the product [Cl:1][C:2]1[C:3]([C:29]2[CH:30]=[N:31][C:32]([C:37]([F:39])([F:38])[F:40])=[CH:33][C:34]=2[C:35]#[N:36])=[CH:4][C:5]([S:14]([N:17]2[C:26]3[C:21](=[CH:22][CH:23]=[CH:24][CH:25]=3)[C:20]([CH3:28])([CH3:27])[CH2:19][CH2:18]2)(=[O:15])=[O:16])=[C:6]([CH:7]=1)[O:8][CH2:9][CH2:10][CH2:11][C:12]([OH:44])=[O:13], predict the reactants needed to synthesize it. The reactants are: [Cl:1][C:2]1[CH:7]=[C:6]([O:8][CH2:9][CH2:10][CH2:11][CH2:12][OH:13])[C:5]([S:14]([N:17]2[C:26]3[C:21](=[CH:22][CH:23]=[CH:24][CH:25]=3)[C:20]([CH3:28])([CH3:27])[CH2:19][CH2:18]2)(=[O:16])=[O:15])=[CH:4][C:3]=1[C:29]1[C:34]([C:35]#[N:36])=[CH:33][C:32]([C:37]([F:40])([F:39])[F:38])=[N:31][CH:30]=1.C(#N)C.[OH2:44].CO. (5) Given the product [NH2:1][C:2]1[N:7]=[CH:6][N:5]=[C:4]2[N:8]([CH2:25][C@H:26]3[CH2:30][CH2:29][CH2:28][N:27]3[C:31](=[O:35])[C:32]([C:33]#[N:34])=[CH:36][C@@H:38]3[CH2:42][CH2:41][CH2:40][N:39]3[C:43]([O:45][C:46]([CH3:47])([CH3:49])[CH3:48])=[O:44])[N:9]=[C:10]([C:11]3[CH:16]=[CH:15][C:14]([O:17][C:18]4[CH:19]=[CH:20][CH:21]=[CH:22][CH:23]=4)=[CH:13][C:12]=3[F:24])[C:3]=12, predict the reactants needed to synthesize it. The reactants are: [NH2:1][C:2]1[N:7]=[CH:6][N:5]=[C:4]2[N:8]([CH2:25][C@H:26]3[CH2:30][CH2:29][CH2:28][N:27]3[C:31](=[O:35])[CH2:32][C:33]#[N:34])[N:9]=[C:10]([C:11]3[CH:16]=[CH:15][C:14]([O:17][C:18]4[CH:23]=[CH:22][CH:21]=[CH:20][CH:19]=4)=[CH:13][C:12]=3[F:24])[C:3]=12.[CH:36]([C@@H:38]1[CH2:42][CH2:41][CH2:40][N:39]1[C:43]([O:45][C:46]([CH3:49])([CH3:48])[CH3:47])=[O:44])=O.N1CCCCC1.